This data is from Full USPTO retrosynthesis dataset with 1.9M reactions from patents (1976-2016). The task is: Predict the reactants needed to synthesize the given product. (1) Given the product [NH2:6][C:9]1[C:24]([C:25](=[O:27])[CH3:26])=[CH:23][C:12]2[O:13][CH2:14][CH2:15][O:16][CH2:17][CH2:18][O:19][CH2:20][CH2:21][O:22][C:11]=2[CH:10]=1, predict the reactants needed to synthesize it. The reactants are: C([O-])(=O)C.[NH4+].[N+:6]([C:9]1[C:24]([C:25](=[O:27])[CH3:26])=[CH:23][C:12]2[O:13][CH2:14][CH2:15][O:16][CH2:17][CH2:18][O:19][CH2:20][CH2:21][O:22][C:11]=2[CH:10]=1)([O-])=O.C1(C)C=CC=CC=1. (2) Given the product [F:1][C:2]1[CH:7]=[C:6]([N+:8]([O-:10])=[O:9])[CH:5]=[CH:4][C:3]=1[O:11][C:20]1[C:29]2[C:24](=[CH:25][C:26]([O:32][CH2:33][CH2:34][CH2:35][N:36]3[CH2:37][CH2:38][CH2:39][CH2:40]3)=[C:27]([O:30][CH3:31])[CH:28]=2)[N:23]=[CH:22][CH:21]=1, predict the reactants needed to synthesize it. The reactants are: [F:1][C:2]1[CH:7]=[C:6]([N+:8]([O-:10])=[O:9])[CH:5]=[CH:4][C:3]=1[OH:11].ClC1C=CC=CC=1.Cl[C:20]1[C:29]2[C:24](=[CH:25][C:26]([O:32][CH2:33][CH2:34][CH2:35][N:36]3[CH2:40][CH2:39][CH2:38][CH2:37]3)=[C:27]([O:30][CH3:31])[CH:28]=2)[N:23]=[CH:22][CH:21]=1. (3) Given the product [O:1]1[CH:5]=[CH:4][C:3]([C:6]2[N:7]([CH2:13][O:14][CH2:15][CH2:16][Si:17]([CH3:20])([CH3:19])[CH3:18])[CH:8]=[C:9]([CH2:11][O:12][P:30](=[O:48])([O:31][C:32]([CH3:33])([CH3:34])[CH3:35])[O:36][C:37]([CH3:38])([CH3:39])[CH3:40])[N:10]=2)=[N:2]1, predict the reactants needed to synthesize it. The reactants are: [O:1]1[CH:5]=[CH:4][C:3]([C:6]2[N:7]([CH2:13][O:14][CH2:15][CH2:16][Si:17]([CH3:20])([CH3:19])[CH3:18])[CH:8]=[C:9]([CH2:11][OH:12])[N:10]=2)=[N:2]1.N1C=NN=N1.C(N(C(C)C)[P:30]([O:36][C:37]([CH3:40])([CH3:39])[CH3:38])[O:31][C:32]([CH3:35])([CH3:34])[CH3:33])(C)C.OO.S([O-])([O-])(=[O:48])=S.[Na+].[Na+]. (4) Given the product [CH2:1]([O:3][C:4]([C:5]1[S:19][C:17]([CH3:18])=[N:20][C:6]=1[C:8]1[CH:13]=[CH:12][CH:11]=[C:10]([F:14])[CH:9]=1)=[O:16])[CH3:2], predict the reactants needed to synthesize it. The reactants are: [CH2:1]([O:3][C:4](=[O:16])[CH:5](Cl)[C:6]([C:8]1[CH:13]=[CH:12][CH:11]=[C:10]([F:14])[CH:9]=1)=O)[CH3:2].[C:17]([NH2:20])(=[S:19])[CH3:18].